This data is from Full USPTO retrosynthesis dataset with 1.9M reactions from patents (1976-2016). The task is: Predict the reactants needed to synthesize the given product. Given the product [C:57]([NH:61][CH2:62][C:63]1[CH:64]=[C:65]2[C:70](=[CH:71][CH:72]=1)[C@H:69]([NH:73][C:21](=[O:22])[CH2:20][CH:12]1[N:11]([S:1]([C:4]3[CH:5]=[CH:6][C:7]([CH3:8])=[CH:9][CH:10]=3)(=[O:2])=[O:3])[CH2:16][CH2:15][N:14]3[CH:17]=[CH:18][CH:19]=[C:13]13)[CH2:68][CH2:67][CH2:66]2)([CH3:60])([CH3:58])[CH3:59], predict the reactants needed to synthesize it. The reactants are: [S:1]([N:11]1[CH2:16][CH2:15][N:14]2[CH:17]=[CH:18][CH:19]=[C:13]2[CH:12]1[CH2:20][C:21](O)=[O:22])([C:4]1[CH:10]=[CH:9][C:7]([CH3:8])=[CH:6][CH:5]=1)(=[O:3])=[O:2].CCN(C(C)C)C(C)C.CN(C(ON1N=NC2C=CC=NC1=2)=[N+](C)C)C.F[P-](F)(F)(F)(F)F.[C:57]([NH:61][CH2:62][C:63]1[CH:64]=[C:65]2[C:70](=[CH:71][CH:72]=1)[C@H:69]([NH2:73])[CH2:68][CH2:67][CH2:66]2)([CH3:60])([CH3:59])[CH3:58].